Task: Binary Classification. Given a T-cell receptor sequence (or CDR3 region) and an epitope sequence, predict whether binding occurs between them.. Dataset: TCR-epitope binding with 47,182 pairs between 192 epitopes and 23,139 TCRs (1) The epitope is IVDTVSALV. The TCR CDR3 sequence is CASRLGQGAHTGELFF. Result: 0 (the TCR does not bind to the epitope). (2) The epitope is HTTDPSFLGRY. The TCR CDR3 sequence is CASSLGTSGTEAPYNEQFF. Result: 1 (the TCR binds to the epitope). (3) The epitope is QIKVRVKMV. The TCR CDR3 sequence is CASSHPRDTYTDTQYF. Result: 0 (the TCR does not bind to the epitope). (4) The TCR CDR3 sequence is CASSPYRAQNTEAFF. Result: 0 (the TCR does not bind to the epitope). The epitope is KLSALGINAV. (5) The epitope is GTSGSPIVNR. The TCR CDR3 sequence is CASSQDPGLAGNEQFF. Result: 1 (the TCR binds to the epitope). (6) The epitope is NLSALGIFST. The TCR CDR3 sequence is CASSQESYNHDTQYF. Result: 0 (the TCR does not bind to the epitope). (7) The epitope is HTTDPSFLGRY. The TCR CDR3 sequence is CAIASDLFSSYEQYF. Result: 1 (the TCR binds to the epitope). (8) The epitope is EPLPQGQLTAY. The TCR CDR3 sequence is CASSSAGVTNTGELFF. Result: 0 (the TCR does not bind to the epitope).